This data is from Full USPTO retrosynthesis dataset with 1.9M reactions from patents (1976-2016). The task is: Predict the reactants needed to synthesize the given product. The reactants are: [CH:1]1([CH2:4][CH2:5][O:6][CH2:7][C:8]2[N:13]=[C:12]([NH2:14])[CH:11]=[CH:10][CH:9]=2)[CH2:3][CH2:2]1.[Cl:15][C:16]1[CH:21]=[C:20]([Cl:22])[CH:19]=[C:18]([CH3:23])[C:17]=1[S:24](Cl)(=[O:26])=[O:25]. Given the product [Cl:15][C:16]1[CH:21]=[C:20]([Cl:22])[CH:19]=[C:18]([CH3:23])[C:17]=1[S:24]([NH:14][C:12]1[CH:11]=[CH:10][CH:9]=[C:8]([CH2:7][O:6][CH2:5][CH2:4][CH:1]2[CH2:3][CH2:2]2)[N:13]=1)(=[O:26])=[O:25], predict the reactants needed to synthesize it.